This data is from Peptide-MHC class II binding affinity with 134,281 pairs from IEDB. The task is: Regression. Given a peptide amino acid sequence and an MHC pseudo amino acid sequence, predict their binding affinity value. This is MHC class II binding data. The peptide sequence is RVEIQIRTILQSLWA. The MHC is HLA-DQA10501-DQB10301 with pseudo-sequence HLA-DQA10501-DQB10301. The binding affinity (normalized) is 0.0414.